From a dataset of Catalyst prediction with 721,799 reactions and 888 catalyst types from USPTO. Predict which catalyst facilitates the given reaction. (1) Reactant: [CH3:1][C:2]1[C:3]([C:8]([OH:10])=[O:9])=[N:4][CH:5]=[CH:6][N:7]=1.[CH3:11]O. Product: [CH3:1][C:2]1[C:3]([C:8]([O:10][CH3:11])=[O:9])=[N:4][CH:5]=[CH:6][N:7]=1. The catalyst class is: 65. (2) Reactant: [CH:1]1([CH:7]([NH:27][C:28]2[CH:33]=[CH:32][C:31]([C:34]([NH:36][CH2:37][CH2:38][C:39]([O:41]CC)=[O:40])=[O:35])=[CH:30][CH:29]=2)[C:8]2[O:9][C:10]3[CH:17]=[CH:16][C:15]([O:18][CH2:19][C:20]4[CH:25]=[CH:24][N:23]=[C:22]([F:26])[CH:21]=4)=[CH:14][C:11]=3[C:12]=2[CH3:13])[CH2:6][CH2:5][CH2:4][CH2:3][CH2:2]1.[OH-].[Na+]. Product: [CH:1]1([CH:7]([NH:27][C:28]2[CH:33]=[CH:32][C:31]([C:34]([NH:36][CH2:37][CH2:38][C:39]([OH:41])=[O:40])=[O:35])=[CH:30][CH:29]=2)[C:8]2[O:9][C:10]3[CH:17]=[CH:16][C:15]([O:18][CH2:19][C:20]4[CH:25]=[CH:24][N:23]=[C:22]([F:26])[CH:21]=4)=[CH:14][C:11]=3[C:12]=2[CH3:13])[CH2:6][CH2:5][CH2:4][CH2:3][CH2:2]1. The catalyst class is: 8. (3) Reactant: Cl[C:2]([O:4][C:5]1[CH:10]=[CH:9][C:8]([N+:11]([O-:13])=[O:12])=[CH:7][CH:6]=1)=[O:3].[NH2:14][N:15]1[CH2:20][CH2:19][O:18][CH2:17][CH2:16]1.C(N(CC)CC)C. Product: [N+:11]([C:8]1[CH:9]=[CH:10][C:5]([O:4][C:2](=[O:3])[NH:14][N:15]2[CH2:20][CH2:19][O:18][CH2:17][CH2:16]2)=[CH:6][CH:7]=1)([O-:13])=[O:12]. The catalyst class is: 2. (4) Reactant: [F:1][C:2]([F:15])([F:14])[C:3]1[NH:4][C:5]2[C:10]([CH:11]=1)=[CH:9][C:8]([CH2:12][NH2:13])=[CH:7][CH:6]=2.Cl[C:17]1[CH:22]=[C:21]([CH2:23][CH3:24])[N:20]=[CH:19][N:18]=1.ClC1C=CN(CC)CN=1.CCN(C(C)C)C(C)C. Product: [CH2:23]([C:21]1[N:20]=[CH:19][N:18]=[C:17]([NH:13][CH2:12][C:8]2[CH:9]=[C:10]3[C:5](=[CH:6][CH:7]=2)[NH:4][C:3]([C:2]([F:1])([F:14])[F:15])=[CH:11]3)[CH:22]=1)[CH3:24]. The catalyst class is: 435.